Dataset: Reaction yield outcomes from USPTO patents with 853,638 reactions. Task: Predict the reaction yield, written as a fraction of the theoretical maximum amount of product (1.0 means a 100% yield; for example, 0.34 means a 34% yield). (1) The reactants are [CH3:1][O:2][C:3]1[CH:4]=[C:5]([CH:10]=[C:11]([O:16][CH3:17])[C:12]=1[CH:13]([CH3:15])[CH3:14])[C:6]([O:8]C)=O.[CH3:18][C:19]1[CH:26]=[CH:25][C:22]([CH2:23]Br)=[CH:21][CH:20]=1. No catalyst specified. The product is [CH3:18][C:19]1[CH:26]=[CH:25][C:22]([CH2:23][C:6]([C:5]2[CH:10]=[C:11]([O:16][CH3:17])[C:12]([CH:13]([CH3:15])[CH3:14])=[C:3]([O:2][CH3:1])[CH:4]=2)([OH:8])[CH2:6][C:5]2[CH:10]=[CH:11][C:12]([CH3:13])=[CH:3][CH:4]=2)=[CH:21][CH:20]=1. The yield is 0.200. (2) The reactants are Br[C:2]1[C:3]([C:25]2[CH:30]=[CH:29][N:28]=[CH:27][CH:26]=2)=[C:4]([C:17]2[CH:22]=[CH:21][C:20]([F:23])=[C:19]([F:24])[CH:18]=2)[N:5]([Si](C(C)C)(C(C)C)C(C)C)[CH:6]=1.[CH2:31]([O:33][C:34]1[CH:39]=[CH:38][C:37]([C@H:40]2[CH2:48][N:47]3[C@H:42]([CH2:43][C:44](=O)[CH2:45][CH2:46]3)[CH2:41]2)=[CH:36][CH:35]=1)[CH3:32].C(OCC)(=O)C.C(N)(C)C. The catalyst is CO. The product is [CH2:31]([O:33][C:34]1[CH:39]=[CH:38][C:37]([C@H:40]2[CH2:48][N:47]3[C@H:42]([CH:43]=[C:44]([C:2]4[C:3]([C:25]5[CH:30]=[CH:29][N:28]=[CH:27][CH:26]=5)=[C:4]([C:17]5[CH:22]=[CH:21][C:20]([F:23])=[C:19]([F:24])[CH:18]=5)[NH:5][CH:6]=4)[CH2:45][CH2:46]3)[CH2:41]2)=[CH:36][CH:35]=1)[CH3:32]. The yield is 0.400. (3) The reactants are C(O)(C(F)(F)F)=O.[NH2:8][C@H:9]1[C:20](=[O:21])[O:19][CH2:18][C@@H:17]([C:22]2[CH:27]=[CH:26][CH:25]=[CH:24][CH:23]=2)[NH:16][C:15](=[O:28])[CH2:14][CH2:13][CH:12]=[CH:11][CH2:10]1.C(N(CC)CC)C.[C:36](O[C:36](=[O:40])[CH:37]([CH3:39])[CH3:38])(=[O:40])[CH:37]([CH3:39])[CH3:38]. The catalyst is CN(C=O)C. The product is [O:28]=[C:15]1[CH2:14][CH2:13][CH:12]=[CH:11][CH2:10][C@@H:9]([NH:8][C:36](=[O:40])[CH:37]([CH3:39])[CH3:38])[C:20](=[O:21])[O:19][CH2:18][C@@H:17]([C:22]2[CH:27]=[CH:26][CH:25]=[CH:24][CH:23]=2)[NH:16]1. The yield is 0.640. (4) The reactants are [CH3:1][O:2][C:3]1[CH:8]=[CH:7][C:6]([Mg]Br)=[CH:5][CH:4]=1.[Br:11][C:12]1[CH:13]=[C:14]([C:18]([C:26]2[CH:31]=[CH:30][CH:29]=[C:28]([F:32])[C:27]=2[C:33]#[N:34])=[N:19]S(C(C)(C)C)=O)[CH:15]=[CH:16][CH:17]=1.Cl. The catalyst is C1COCC1. The product is [Br:11][C:12]1[CH:13]=[C:14]([C:18]2([C:6]3[CH:7]=[CH:8][C:3]([O:2][CH3:1])=[CH:4][CH:5]=3)[C:26]3[C:27](=[C:28]([F:32])[CH:29]=[CH:30][CH:31]=3)[C:33]([NH2:34])=[N:19]2)[CH:15]=[CH:16][CH:17]=1. The yield is 0.950. (5) The reactants are [Si:1]([O:8][C@H:9]([CH2:23][O:24][Si:25]([C:28]([CH3:31])([CH3:30])[CH3:29])([CH3:27])[CH3:26])[C@@H:10]([NH:16][S@](C(C)(C)C)=O)[C:11]1[S:12][CH:13]=[CH:14][N:15]=1)([C:4]([CH3:7])([CH3:6])[CH3:5])([CH3:3])[CH3:2].Cl.C(N(CC)C(C)C)(C)C.[C:42]([O:46][C:47](O[C:47]([O:46][C:42]([CH3:45])([CH3:44])[CH3:43])=[O:48])=[O:48])([CH3:45])([CH3:44])[CH3:43]. The catalyst is C1COCC1. The product is [Si:1]([O:8][C@H:9]([CH2:23][O:24][Si:25]([C:28]([CH3:29])([CH3:30])[CH3:31])([CH3:27])[CH3:26])[C@@H:10]([NH:16][C:47](=[O:48])[O:46][C:42]([CH3:45])([CH3:44])[CH3:43])[C:11]1[S:12][CH:13]=[CH:14][N:15]=1)([C:4]([CH3:6])([CH3:5])[CH3:7])([CH3:2])[CH3:3]. The yield is 0.390. (6) The reactants are [Cl:1][C:2]([Cl:9])([Cl:8])[CH2:3][O:4][C:5](Cl)=[O:6].[CH3:10][C@@H:11]1[N:34]([CH3:35])[CH2:33][C@:16]23[CH2:17][CH2:18][C@@H:19]4[C@@:24]5([CH3:32])[CH2:25][CH2:26][C@H:27]([N:29](C)[CH3:30])[CH2:28][C:23]5=[CH:22][CH2:21][C@H:20]4[C@@H:15]2[CH2:14][CH2:13][C@H:12]13. The catalyst is C1C=CC=CC=1. The product is [Cl:1][C:2]([Cl:9])([Cl:8])[CH2:3][O:4][C:5](=[O:6])[N:29]([CH3:30])[CH:27]1[CH2:28][C:23]2[C:24]([CH3:32])([CH:19]3[CH:20]([CH2:21][CH:22]=2)[CH:15]2[CH2:14][CH2:13][CH:12]4[CH:11]([CH3:10])[N:34]([CH3:35])[CH2:33][C:16]24[CH2:17][CH2:18]3)[CH2:25][CH2:26]1. The yield is 0.610. (7) The reactants are [Cl:1][C:2]1[CH:3]=[CH:4][C:5]([CH3:18])=[C:6]([C:8]2[CH:12]=[CH:11][NH:10][C:9]=2[C:13]([O:15][CH2:16][CH3:17])=[O:14])[CH:7]=1.CN(C=O)C.[C:24]1([S:30](Cl)(=[O:32])=[O:31])[CH:29]=[CH:28][CH:27]=[CH:26][CH:25]=1.O. The catalyst is CCOC(C)=O. The product is [Cl:1][C:2]1[CH:3]=[CH:4][C:5]([CH3:18])=[C:6]([C:8]2[CH:12]=[CH:11][N:10]([S:30]([C:24]3[CH:29]=[CH:28][CH:27]=[CH:26][CH:25]=3)(=[O:32])=[O:31])[C:9]=2[C:13]([O:15][CH2:16][CH3:17])=[O:14])[CH:7]=1. The yield is 0.970.